This data is from Peptide-MHC class II binding affinity with 134,281 pairs from IEDB. The task is: Regression. Given a peptide amino acid sequence and an MHC pseudo amino acid sequence, predict their binding affinity value. This is MHC class II binding data. (1) The peptide sequence is LVDANGTLHDKKSMG. The MHC is DRB1_0701 with pseudo-sequence DRB1_0701. The binding affinity (normalized) is 0.0929. (2) The peptide sequence is NQAFRNIVNMLHGVR. The MHC is HLA-DQA10101-DQB10501 with pseudo-sequence HLA-DQA10101-DQB10501. The binding affinity (normalized) is 0.206.